This data is from Full USPTO retrosynthesis dataset with 1.9M reactions from patents (1976-2016). The task is: Predict the reactants needed to synthesize the given product. Given the product [C:22]1([S:19]([C:14]2[CH:15]=[C:16]3[C:11](=[CH:12][CH:13]=2)[C:10]([C:28]#[N:29])=[N:9][C:8]([C:6]([NH:30][CH2:31][C:32]([OH:34])=[O:33])=[O:5])=[C:17]3[OH:18])(=[O:21])=[O:20])[CH:23]=[CH:24][CH:25]=[CH:26][CH:27]=1, predict the reactants needed to synthesize it. The reactants are: C([O:5][C:6]([C:8]1[N:9]=[C:10]([C:28]#[N:29])[C:11]2[C:16]([C:17]=1[OH:18])=[CH:15][C:14]([S:19]([C:22]1[CH:27]=[CH:26][CH:25]=[CH:24][CH:23]=1)(=[O:21])=[O:20])=[CH:13][CH:12]=2)=O)CCC.[NH2:30][CH2:31][C:32]([OH:34])=[O:33].